Dataset: Peptide-MHC class I binding affinity with 185,985 pairs from IEDB/IMGT. Task: Regression. Given a peptide amino acid sequence and an MHC pseudo amino acid sequence, predict their binding affinity value. This is MHC class I binding data. (1) The peptide sequence is RFPLTFGW. The binding affinity (normalized) is 0. The MHC is HLA-B15:01 with pseudo-sequence HLA-B15:01. (2) The peptide sequence is WQDGGWQSV. The MHC is HLA-A23:01 with pseudo-sequence HLA-A23:01. The binding affinity (normalized) is 0.0847. (3) The peptide sequence is VPAHKGIGGN. The MHC is Mamu-A2201 with pseudo-sequence Mamu-A2201. The binding affinity (normalized) is 0. (4) The peptide sequence is MAKQSQTPL. The MHC is HLA-B15:01 with pseudo-sequence HLA-B15:01. The binding affinity (normalized) is 0.531. (5) The MHC is HLA-A11:01 with pseudo-sequence HLA-A11:01. The peptide sequence is RVYRRRLAQ. The binding affinity (normalized) is 0.0847. (6) The peptide sequence is RIRTWKSLVK. The MHC is HLA-A26:01 with pseudo-sequence HLA-A26:01. The binding affinity (normalized) is 0. (7) The MHC is HLA-B44:03 with pseudo-sequence HLA-B44:03. The peptide sequence is YHSNVKEL. The binding affinity (normalized) is 0. (8) The peptide sequence is ETKKRMDYF. The MHC is HLA-B07:02 with pseudo-sequence HLA-B07:02. The binding affinity (normalized) is 0.0847. (9) The peptide sequence is SYLKPHIFE. The MHC is HLA-A01:01 with pseudo-sequence HLA-A01:01. The binding affinity (normalized) is 0.0847. (10) The peptide sequence is VLTLLLLLV. The MHC is HLA-B40:02 with pseudo-sequence HLA-B40:02. The binding affinity (normalized) is 0.178.